Dataset: Full USPTO retrosynthesis dataset with 1.9M reactions from patents (1976-2016). Task: Predict the reactants needed to synthesize the given product. (1) Given the product [Br:1][C:2]1[C:11]2[C:10]([CH3:13])([CH3:12])[CH2:9][CH:8]=[C:7]([CH:14]([CH3:16])[CH3:15])[C:6]=2[CH:5]=[C:4](/[C:17](/[CH3:25])=[C:18](/[F:24])\[CH2:19][OH:20])[C:3]=1[O:26][CH2:27][CH3:28], predict the reactants needed to synthesize it. The reactants are: [Br:1][C:2]1[C:11]2[C:10]([CH3:13])([CH3:12])[CH2:9][CH:8]=[C:7]([CH:14]([CH3:16])[CH3:15])[C:6]=2[CH:5]=[C:4](/[C:17](/[CH3:25])=[C:18](/[F:24])\[C:19](OCC)=[O:20])[C:3]=1[O:26][CH2:27][CH3:28].[H-].C([Al+]CC(C)C)C(C)C. (2) Given the product [CH:1]1([NH:4][C:5]2[N:10]=[C:9]([C:11]3[CH:12]=[N:13][N:14]4[C:19]=3[CH:18]=[CH:17][C:16]([OH:20])=[N:15]4)[CH:8]=[CH:7][N:6]=2)[CH2:3][CH2:2]1, predict the reactants needed to synthesize it. The reactants are: [CH:1]1([NH:4][C:5]2[N:10]=[C:9]([C:11]3[CH:12]=[N:13][N:14]4[C:19]=3[CH:18]=[CH:17][C:16]([O:20]C)=[N:15]4)[CH:8]=[CH:7][N:6]=2)[CH2:3][CH2:2]1. (3) Given the product [C:16]([O:15][C:13]([N:1]([C:13]([O:15][C:16]([CH3:19])([CH3:18])[CH3:17])=[O:14])[C:2]1[CH:12]=[CH:11][C:5]([C:6]([O:8][CH2:9][CH3:10])=[O:7])=[CH:4][N:3]=1)=[O:14])([CH3:19])([CH3:18])[CH3:17], predict the reactants needed to synthesize it. The reactants are: [NH2:1][C:2]1[CH:12]=[CH:11][C:5]([C:6]([O:8][CH2:9][CH3:10])=[O:7])=[CH:4][N:3]=1.[C:13](O[C:13]([O:15][C:16]([CH3:19])([CH3:18])[CH3:17])=[O:14])([O:15][C:16]([CH3:19])([CH3:18])[CH3:17])=[O:14]. (4) Given the product [Si:1]([O:8][CH2:9][CH2:10][CH2:11][NH2:12])([C:4]([CH3:6])([CH3:7])[CH3:5])([CH3:3])[CH3:2], predict the reactants needed to synthesize it. The reactants are: [Si:1]([O:8][CH2:9][CH2:10][CH2:11][N:12]1C(=O)C2C(=CC=CC=2)C1=O)([C:4]([CH3:7])([CH3:6])[CH3:5])([CH3:3])[CH3:2].CNN. (5) Given the product [Br:27][C:28]1[CH:33]=[CH:32][C:31]([C@@H:34]([OH:39])[C:35]([F:38])([F:37])[F:36])=[C:30]([N:40]2[CH:44]=[CH:43][C:42]([CH3:45])=[N:41]2)[CH:29]=1, predict the reactants needed to synthesize it. The reactants are: C1(C)C=CC(S(N[C@H](C2C=CC=CC=2)[C@@H](C2C=CC=CC=2)N)(=O)=O)=CC=1.[Br:27][C:28]1[CH:33]=[CH:32][C:31]([C:34](=[O:39])[C:35]([F:38])([F:37])[F:36])=[C:30]([N:40]2[CH:44]=[CH:43][C:42]([CH3:45])=[N:41]2)[CH:29]=1.C([O-])=O.[K+].